This data is from Full USPTO retrosynthesis dataset with 1.9M reactions from patents (1976-2016). The task is: Predict the reactants needed to synthesize the given product. Given the product [O:43]=[C:11]1[C:10]2[C:9]([C:22]3[C:35]4[C:36]5=[C:37]6[C:32](=[CH:33][CH:34]=4)[CH:31]=[CH:30][CH:29]=[C:28]6[CH:27]=[CH:26][C:25]5=[CH:24][CH:23]=3)=[CH:8][C:7]([N:1]3[CH2:6][CH2:5][CH2:4][CH2:3][CH2:2]3)=[C:19]([C:20]#[N:21])[C:18]=2[C:17]2[C:12]1=[CH:13][CH:14]=[CH:15][CH:16]=2, predict the reactants needed to synthesize it. The reactants are: [N:1]1([C:7]2[CH:8]=[C:9]([C:22]3[C:35]4[C:36]5=[C:37]6[C:32](=[CH:33][CH:34]=4)[CH:31]=[CH:30][CH:29]=[C:28]6[CH:27]=[CH:26][C:25]5=[CH:24][CH:23]=3)[C:10]3[CH2:11][C:12]4[C:17]([C:18]=3[C:19]=2[C:20]#[N:21])=[CH:16][CH:15]=[CH:14][CH:13]=4)[CH2:6][CH2:5][CH2:4][CH2:3][CH2:2]1.[H-].[Na+].C1C[O:43]CC1.